Predict the product of the given reaction. From a dataset of Forward reaction prediction with 1.9M reactions from USPTO patents (1976-2016). (1) The product is: [O:30]=[S:26]1(=[O:29])[CH2:27][CH2:28][N:23]([CH2:20][C:21]#[C:22][C:17]2[S:18][C:11]3[C:12](=[N:13][CH:14]=[CH:15][C:10]=3[O:9][C:8]3[CH:7]=[CH:6][C:4]([NH2:5])=[CH:3][C:2]=3[F:1])[CH:16]=2)[CH2:24][CH2:25]1. Given the reactants [F:1][C:2]1[CH:3]=[C:4]([CH:6]=[CH:7][C:8]=1[O:9][C:10]1[CH:15]=[CH:14][N:13]=[C:12]2[CH:16]=[C:17](I)[S:18][C:11]=12)[NH2:5].[CH2:20]([N:23]1[CH2:28][CH2:27][S:26](=[O:30])(=[O:29])[CH2:25][CH2:24]1)[C:21]#[CH:22], predict the reaction product. (2) Given the reactants Br[C:2]1[CH:7]=[CH:6][C:5]([C:8](=[O:19])[CH2:9][C:10]2([C:15]([O:17][CH3:18])=[O:16])[CH2:14][CH2:13][CH2:12][CH2:11]2)=[CH:4][CH:3]=1.[N+:20]([C:23]1[CH:28]=[CH:27][C:26](B(O)O)=[CH:25][CH:24]=1)([O-:22])=[O:21].C1(C)C=CC=CC=1.C(=O)([O-])[O-].[Na+].[Na+], predict the reaction product. The product is: [N+:20]([C:23]1[CH:28]=[CH:27][C:26]([C:2]2[CH:7]=[CH:6][C:5]([C:8](=[O:19])[CH2:9][C:10]3([C:15]([O:17][CH3:18])=[O:16])[CH2:14][CH2:13][CH2:12][CH2:11]3)=[CH:4][CH:3]=2)=[CH:25][CH:24]=1)([O-:22])=[O:21]. (3) Given the reactants [C:1]([NH:8][CH2:9][CH:10]=O)([O:3][C:4]([CH3:7])([CH3:6])[CH3:5])=[O:2].C(O)(=O)C.C(O[BH-](OC(=O)C)OC(=O)C)(=O)C.[Na+].[NH2:30][C:31]1[C:32]([CH3:37])=[CH:33][CH:34]=[CH:35][CH:36]=1, predict the reaction product. The product is: [CH3:37][C:32]1[CH:33]=[CH:34][CH:35]=[CH:36][C:31]=1[NH:30][CH2:10][CH2:9][NH:8][C:1](=[O:2])[O:3][C:4]([CH3:7])([CH3:6])[CH3:5].